This data is from Forward reaction prediction with 1.9M reactions from USPTO patents (1976-2016). The task is: Predict the product of the given reaction. (1) Given the reactants O.[I-:2].[I-].[I-].[I-].[CH2:6]([C:8]1[CH:9]=[CH:10][CH:11]=[C:12]2[C:21]=1[N:20]=[C:19]1[C:14]([CH:15]=[CH:16][CH:17]=[C:18]1[CH3:22])=[S+:13]2)[CH3:7].[CH2:23]([C:25]1[CH:26]=[CH:27][CH:28]=[C:29]2[C:38]=1[N:37]=[C:36]1[C:31]([CH:32]=[CH:33][CH:34]=[C:35]1[CH3:39])=[S+:30]2)[CH3:24].[CH2:40]([C:42]1[CH:43]=[CH:44][CH:45]=[C:46]2[C:55]=1[N:54]=[C:53]1[C:48]([CH:49]=[CH:50][CH:51]=[C:52]1[CH3:56])=[S+:47]2)[CH3:41].C(C1C=CC=[C:63]2[C:72]=1[N:71]=[C:70]1[C:65](C=CC=C1C)=[S+]2)C.C(Cl)(Cl)Cl, predict the reaction product. The product is: [I-:2].[I-:2].[I-:2].[CH2:6]([C:8]1[C:21]2[C:12](=[S+:13][C:14]3[C:19]([N:20]=2)=[C:18]([CH3:22])[CH:17]=[CH:16][CH:15]=3)[CH:11]=[C:10]([N:37]2[CH2:36][CH2:31][CH2:29][CH2:38]2)[CH:9]=1)[CH3:7].[CH2:40]([C:42]1[C:55]2[C:46](=[S+:47][C:48]3[C:53]([N:54]=2)=[C:52]([CH3:56])[CH:51]=[CH:50][CH:49]=3)[CH:45]=[C:44]([N:71]2[CH2:70][CH2:65][CH2:63][CH2:72]2)[CH:43]=1)[CH3:41].[CH2:23]([C:25]1[C:38]2[C:29](=[S+:30][C:31]3[C:36]([N:37]=2)=[C:35]([CH3:39])[CH:34]=[CH:33][CH:32]=3)[CH:28]=[C:27]([N:20]2[CH2:19][CH2:14][CH2:12][CH2:21]2)[CH:26]=1)[CH3:24]. (2) Given the reactants C([O:9][CH2:10][CH2:11][O:12][CH2:13][CH2:14][N:15]1[C:23]2[C:22](Cl)=[N:21][CH:20]=[N:19][C:18]=2[CH:17]=[CH:16]1)(=O)C1C=CC=CC=1.[Cl:25][C:26]1[CH:27]=[C:28]([CH:30]=[CH:31][C:32]=1[O:33][C:34]1[CH:39]=[CH:38][CH:37]=[C:36]([O:40][C:41]([F:46])([F:45])[CH:42]([F:44])[F:43])[CH:35]=1)[NH2:29].C(=O)([O-])O.[Na+], predict the reaction product. The product is: [Cl:25][C:26]1[CH:27]=[C:28]([NH:29][C:22]2[C:23]3[N:15]([CH2:14][CH2:13][O:12][CH2:11][CH2:10][OH:9])[CH:16]=[CH:17][C:18]=3[N:19]=[CH:20][N:21]=2)[CH:30]=[CH:31][C:32]=1[O:33][C:34]1[CH:39]=[CH:38][CH:37]=[C:36]([O:40][C:41]([F:46])([F:45])[CH:42]([F:44])[F:43])[CH:35]=1. (3) Given the reactants [Br:1][C:2]1[CH:7]=[CH:6][C:5]([OH:8])=[CH:4][CH:3]=1.[F:9][C:10]1[CH:15]=[CH:14][C:13]([CH:16](O)[CH2:17][CH2:18][CH2:19][CH2:20][CH2:21][N:22]2[CH2:27][CH2:26][CH:25]([C:28]3[CH:29]=[C:30]([NH:34][C:35](=[O:39])[CH:36]([CH3:38])[CH3:37])[CH:31]=[CH:32][CH:33]=3)[CH2:24][CH2:23]2)=[CH:12][CH:11]=1, predict the reaction product. The product is: [Br:1][C:2]1[CH:7]=[CH:6][C:5]([O:8][CH:16]([C:13]2[CH:12]=[CH:11][C:10]([F:9])=[CH:15][CH:14]=2)[CH2:17][CH2:18][CH2:19][CH2:20][CH2:21][N:22]2[CH2:23][CH2:24][CH:25]([C:28]3[CH:29]=[C:30]([NH:34][C:35](=[O:39])[CH:36]([CH3:38])[CH3:37])[CH:31]=[CH:32][CH:33]=3)[CH2:26][CH2:27]2)=[CH:4][CH:3]=1. (4) Given the reactants Br[C:2]1[CH:7]=[C:6]([CH3:8])[C:5]([C:9]([N:11]2[CH2:16][CH2:15][CH:14]([N:17]3[CH2:21][CH2:20][CH2:19][C@H:18]3[CH2:22][OH:23])[CH2:13][CH2:12]2)=[O:10])=[C:4]([CH3:24])[CH:3]=1.[F:25][C:26]([F:38])([F:37])[O:27][C:28]1[CH:33]=[CH:32][C:31](B(O)O)=[CH:30][CH:29]=1, predict the reaction product. The product is: [CH3:24][C:4]1[CH:3]=[C:2]([C:31]2[CH:30]=[CH:29][C:28]([O:27][C:26]([F:25])([F:37])[F:38])=[CH:33][CH:32]=2)[CH:7]=[C:6]([CH3:8])[C:5]=1[C:9]([N:11]1[CH2:16][CH2:15][CH:14]([N:17]2[CH2:21][CH2:20][CH2:19][C@H:18]2[CH2:22][OH:23])[CH2:13][CH2:12]1)=[O:10]. (5) Given the reactants [CH:1]1[C:10]2[C:5](=[CH:6][CH:7]=[CH:8][CH:9]=2)C(C#N)=[CH:3][N:2]=1.[OH-:13].[K+].[CH3:15][CH2:16][OH:17], predict the reaction product. The product is: [CH:1]1[C:10]2[C:5](=[CH:6][CH:7]=[CH:8][CH:9]=2)[C:15]([C:16]([OH:13])=[O:17])=[CH:3][N:2]=1. (6) Given the reactants [O:1]([C:8]1[CH:9]=[C:10]([NH:14][CH2:15][C:16]2[CH:21]=[CH:20][CH:19]=[C:18]([OH:22])[CH:17]=2)[CH:11]=[CH:12][CH:13]=1)[C:2]1[CH:7]=[CH:6][CH:5]=[CH:4][CH:3]=1.[F:23][C:24]([F:29])([F:28])[CH:25]1[O:27][CH2:26]1, predict the reaction product. The product is: [O:1]([C:8]1[CH:9]=[C:10]([N:14]([CH2:15][C:16]2[CH:21]=[CH:20][CH:19]=[C:18]([O:22][CH2:26][CH:25]([OH:27])[C:24]([F:29])([F:28])[F:23])[CH:17]=2)[CH2:26][CH:25]([OH:27])[C:24]([F:29])([F:28])[F:23])[CH:11]=[CH:12][CH:13]=1)[C:2]1[CH:3]=[CH:4][CH:5]=[CH:6][CH:7]=1.